This data is from Forward reaction prediction with 1.9M reactions from USPTO patents (1976-2016). The task is: Predict the product of the given reaction. (1) Given the reactants [NH2:1][C:2]1[N:7]=[C:6]([C:8]2[CH:9]=[N:10][CH:11]=[CH:12][CH:13]=2)[C:5]([C:14]2[CH:15]=[CH:16][C:17](=[O:20])[NH:18][N:19]=2)=[CH:4][N:3]=1.[CH:21](I)([CH3:23])[CH3:22], predict the reaction product. The product is: [NH2:1][C:2]1[N:7]=[C:6]([C:8]2[CH:9]=[N:10][CH:11]=[CH:12][CH:13]=2)[C:5]([C:14]2[CH:15]=[CH:16][C:17](=[O:20])[N:18]([CH:21]([CH3:23])[CH3:22])[N:19]=2)=[CH:4][N:3]=1. (2) Given the reactants [Br:1][C:2]1[CH:9]=[CH:8][C:5]([CH:6]=O)=[C:4]([O:10][C:11]([F:14])([F:13])[F:12])[CH:3]=1.[NH:15]1[CH2:20][CH2:19][CH2:18][CH2:17][CH2:16]1.C(O[BH-](OC(=O)C)OC(=O)C)(=O)C.[Na+], predict the reaction product. The product is: [Br:1][C:2]1[CH:9]=[CH:8][C:5]([CH2:6][N:15]2[CH2:20][CH2:19][CH2:18][CH2:17][CH2:16]2)=[C:4]([O:10][C:11]([F:14])([F:13])[F:12])[CH:3]=1. (3) Given the reactants [Cl:1][C:2]1[CH:3]=[CH:4][C:5]2[N:6]([C:8](I)=[CH:9][N:10]=2)[N:7]=1.[F:12][C:13]([F:24])([F:23])[C:14]1[CH:19]=[CH:18][C:17](B(O)O)=[CH:16][CH:15]=1.[O-]P([O-])([O-])=O.[K+].[K+].[K+], predict the reaction product. The product is: [Cl:1][C:2]1[CH:3]=[CH:4][C:5]2[N:6]([C:8]([C:17]3[CH:18]=[CH:19][C:14]([C:13]([F:24])([F:23])[F:12])=[CH:15][CH:16]=3)=[CH:9][N:10]=2)[N:7]=1.